The task is: Predict which catalyst facilitates the given reaction.. This data is from Catalyst prediction with 721,799 reactions and 888 catalyst types from USPTO. (1) Reactant: [CH3:1][C:2]1[CH:7]=[CH:6][C:5]([C:8]([C:10]([C:12]2[CH:17]=[CH:16][C:15]([CH3:18])=[CH:14][CH:13]=2)=O)=O)=[CH:4][CH:3]=1.S(O)(=O)(=O)C.S(O)(=O)(=O)C.[NH2:29][NH:30][C:31]([NH2:33])=[NH:32]. Product: [NH2:33][C:31]1[N:30]=[N:29][C:10]([C:12]2[CH:17]=[CH:16][C:15]([CH3:18])=[CH:14][CH:13]=2)=[C:8]([C:5]2[CH:6]=[CH:7][C:2]([CH3:1])=[CH:3][CH:4]=2)[N:32]=1. The catalyst class is: 8. (2) Reactant: [N+:1]([O-:4])([O-:3])=[O:2].[Mg+2:5].[N+:6]([O-:9])([O-:8])=[O:7].[N+:10]([O-:13])([OH:12])=[O:11].O.O.O.O.O.O.O.O.O.[N+:23]([O-:26])([O-:25])=[O:24].[Al+3:27].[N+:28]([O-:31])([O-:30])=[O:29].[N+]([O-])([O-])=O. Product: [N+:1]([O-:4])([O-:3])=[O:2].[Al+3:27].[N+:6]([O-:9])([O-:8])=[O:7].[N+:10]([O-:13])([O-:12])=[O:11].[N+:23]([O-:26])([O-:25])=[O:24].[Mg+2:5].[N+:28]([O-:31])([O-:30])=[O:29]. The catalyst class is: 6. (3) Reactant: [CH3:1][C@@H:2]1[CH2:7][CH2:6][C@@H:5]([O:8]C(C2C=CC([N+]([O-])=O)=CC=2)=O)[CH2:4][N:3]1[C:20]([O:22][CH2:23][C:24]1[CH:29]=[CH:28][CH:27]=[CH:26][CH:25]=1)=[O:21].[OH-].[Na+].O. Product: [OH:8][C@H:5]1[CH2:4][N:3]([C:20]([O:22][CH2:23][C:24]2[CH:29]=[CH:28][CH:27]=[CH:26][CH:25]=2)=[O:21])[C@H:2]([CH3:1])[CH2:7][CH2:6]1. The catalyst class is: 36.